Dataset: Peptide-MHC class II binding affinity with 134,281 pairs from IEDB. Task: Regression. Given a peptide amino acid sequence and an MHC pseudo amino acid sequence, predict their binding affinity value. This is MHC class II binding data. The peptide sequence is GRWDGEEEVQLIAAV. The MHC is HLA-DQA10201-DQB10402 with pseudo-sequence HLA-DQA10201-DQB10402. The binding affinity (normalized) is 0.